This data is from NCI-60 drug combinations with 297,098 pairs across 59 cell lines. The task is: Regression. Given two drug SMILES strings and cell line genomic features, predict the synergy score measuring deviation from expected non-interaction effect. (1) Drug 1: C1=C(C(=O)NC(=O)N1)N(CCCl)CCCl. Drug 2: CC1=CC=C(C=C1)C2=CC(=NN2C3=CC=C(C=C3)S(=O)(=O)N)C(F)(F)F. Cell line: HCT116. Synergy scores: CSS=39.3, Synergy_ZIP=1.53, Synergy_Bliss=5.06, Synergy_Loewe=1.21, Synergy_HSA=7.06. (2) Drug 1: CC1=C(C(CCC1)(C)C)C=CC(=CC=CC(=CC(=O)O)C)C. Drug 2: C1=NNC2=C1C(=O)NC=N2. Cell line: SK-MEL-5. Synergy scores: CSS=-3.35, Synergy_ZIP=0.00188, Synergy_Bliss=-3.06, Synergy_Loewe=-3.09, Synergy_HSA=-4.29.